From a dataset of Full USPTO retrosynthesis dataset with 1.9M reactions from patents (1976-2016). Predict the reactants needed to synthesize the given product. Given the product [F:31][C:30]([F:33])([F:32])[C:29]1[C:24]([C:9]2[CH2:14][CH2:13][N:12]([C:15]([O:17][C:18]([CH3:19])([CH3:20])[CH3:21])=[O:16])[CH2:11][CH:10]=2)=[N:25][CH:26]=[CH:27][CH:28]=1, predict the reactants needed to synthesize it. The reactants are: CC1(C)C(C)(C)OB([C:9]2[CH2:14][CH2:13][N:12]([C:15]([O:17][C:18]([CH3:21])([CH3:20])[CH3:19])=[O:16])[CH2:11][CH:10]=2)O1.Cl[C:24]1[C:29]([C:30]([F:33])([F:32])[F:31])=[CH:28][CH:27]=[CH:26][N:25]=1.C(=O)([O-])[O-].[K+].[K+].